From a dataset of Reaction yield outcomes from USPTO patents with 853,638 reactions. Predict the reaction yield, written as a fraction of the theoretical maximum amount of product (1.0 means a 100% yield; for example, 0.34 means a 34% yield). (1) The reactants are [C:1](Cl)(=O)C(Cl)=O.[CH2:7]([N:14]([CH2:24][C:25]1[CH:30]=[CH:29][CH:28]=[CH:27][CH:26]=1)[CH:15]1[CH2:19][CH:18]([C:20](O)=[O:21])[CH:17]([CH3:23])[CH2:16]1)[C:8]1[CH:13]=[CH:12][CH:11]=[CH:10][CH:9]=1.CN(C=O)C.C[Si](C=[N+]=[N-])(C)C.[BrH:43].C([O-])(O)=O.[Na+]. The catalyst is C(Cl)Cl.C1COCC1.CC#N. The product is [Br:43][CH2:1][C:20]([CH:18]1[CH2:19][CH:15]([N:14]([CH2:24][C:25]2[CH:26]=[CH:27][CH:28]=[CH:29][CH:30]=2)[CH2:7][C:8]2[CH:9]=[CH:10][CH:11]=[CH:12][CH:13]=2)[CH2:16][CH:17]1[CH3:23])=[O:21]. The yield is 0.690. (2) The reactants are [CH3:1][N:2]1[CH:10]=[C:9]2[C:4]([C:5]([C:11]#[N:12])=[CH:6][CH:7]=[CH:8]2)=[N:3]1. The yield is 1.00. The product is [CH3:1][N:2]1[CH:10]=[C:9]2[C:4]([C:5]([CH2:11][NH2:12])=[CH:6][CH:7]=[CH:8]2)=[N:3]1. The catalyst is CO.N.[Ni]. (3) The reactants are [CH:1]1[C:14]2[C:5]3=[C:6]4[C:11](=[CH:12][CH:13]=2)[CH:10]=[CH:9][CH:8]=[C:7]4[CH2:15][C:4]3=[CH:3][CH:2]=1. The catalyst is [Pd].CCO. The product is [CH:10]1[C:11]2[CH2:12][CH2:13][C:14]3[CH:1]=[CH:2][CH:3]=[C:4]4[CH2:15][C:7]([C:6]=2[C:5]=34)=[CH:8][CH:9]=1. The yield is 0.900. (4) The reactants are C[O-].[Na+].O1CCCC1.[F:9][C:10]1[CH:15]=[C:14]([I:16])[CH:13]=[CH:12][C:11]=1[N:17]1[C:22]2[N:23]([CH3:40])[C:24](=[O:39])[C:25]([CH3:38])=[C:26]([NH:27][C:28]3[CH:29]=[C:30]([NH:34][C:35](=[O:37])[CH3:36])[CH:31]=[CH:32][CH:33]=3)[C:21]=2[C:20](=[O:41])[N:19]([CH2:42][C:43]2[CH:48]=[CH:47][C:46]([O:49][CH3:50])=[CH:45][CH:44]=2)[C:18]1=[O:51]. The catalyst is CO. The product is [F:9][C:10]1[CH:15]=[C:14]([I:16])[CH:13]=[CH:12][C:11]=1[NH:17][C:22]1[N:23]([CH3:40])[C:24](=[O:39])[C:25]([CH3:38])=[C:26]2[C:21]=1[C:20](=[O:41])[N:19]([CH2:42][C:43]1[CH:48]=[CH:47][C:46]([O:49][CH3:50])=[CH:45][CH:44]=1)[C:18](=[O:51])[N:27]2[C:28]1[CH:29]=[C:30]([NH:34][C:35](=[O:37])[CH3:36])[CH:31]=[CH:32][CH:33]=1. The yield is 0.972. (5) The product is [C:1]([O:5][C:6]([N:8]1[CH2:9][CH2:10][C:11]2[CH:18]=[C:17]([N+:19]([O-:21])=[O:20])[C:16]([S:37][C:34]3[CH:35]=[CH:36][C:31]([Br:30])=[CH:32][CH:33]=3)=[CH:15][C:12]=2[CH2:13][CH2:14]1)=[O:7])([CH3:3])([CH3:4])[CH3:2]. The yield is 0.870. The reactants are [C:1]([O:5][C:6]([N:8]1[CH2:14][CH2:13][C:12]2[CH:15]=[C:16](OS(C(F)(F)F)(=O)=O)[C:17]([N+:19]([O-:21])=[O:20])=[CH:18][C:11]=2[CH2:10][CH2:9]1)=[O:7])([CH3:4])([CH3:3])[CH3:2].[Br:30][C:31]1[CH:36]=[CH:35][C:34]([SH:37])=[CH:33][CH:32]=1.C(N(C(C)C)C(C)C)C. The catalyst is C(#N)C. (6) The reactants are Cl.[C:2]([N:5]1[CH:10]2[CH2:11][CH2:12][CH:6]1[CH2:7][CH:8]([N:13]1[CH2:18][CH2:17][NH:16][CH2:15][CH2:14]1)[CH2:9]2)(=O)[CH3:3].C(N1C2CCC1CC(N1CCN(C(OC(C)(C)C)=O)CC1)C2)(=O)C.[H-].[H-].[H-].[H-].[Li+].[Al+3]. The catalyst is C1COCC1. The product is [CH2:2]([N:5]1[CH:10]2[CH2:11][CH2:12][CH:6]1[CH2:7][CH:8]([N:13]1[CH2:14][CH2:15][NH:16][CH2:17][CH2:18]1)[CH2:9]2)[CH3:3]. The yield is 0.640. (7) The reactants are [OH:1][C:2]12[CH2:9][CH2:8][C:5]([C:10]([OH:12])=[O:11])([CH2:6][CH2:7]1)[CH2:4][CH2:3]2.[CH3:13][Si](C=[N+]=[N-])(C)C. The catalyst is CO.CCCCCC. The product is [CH3:13][O:11][C:10]([C:5]12[CH2:4][CH2:3][C:2]([OH:1])([CH2:9][CH2:8]1)[CH2:7][CH2:6]2)=[O:12]. The yield is 0.990.